This data is from Forward reaction prediction with 1.9M reactions from USPTO patents (1976-2016). The task is: Predict the product of the given reaction. (1) Given the reactants Cl[C:2](Cl)([O:4][C:5](=[O:11])[O:6]C(Cl)(Cl)Cl)Cl.[C:13]1([C@H:19]2[CH2:24][CH2:23][CH2:22][CH2:21][C@H:20]2[NH2:25])[CH:18]=[CH:17][CH:16]=[CH:15][CH:14]=1.[H-].[Na+].[N:28]12[CH2:35][CH2:34][CH:31]([CH2:32][CH2:33]1)[CH:30]([CH2:36][OH:37])[CH2:29]2.C([O-])(O)=[O:39].[Na+], predict the reaction product. The product is: [C:5]([OH:6])(=[O:11])/[CH:31]=[CH:30]/[C:36]([OH:37])=[O:39].[C:13]1([C@H:19]2[CH2:24][CH2:23][CH2:22][CH2:21][C@H:20]2[NH:25][C:5](=[O:11])[O:4][CH2:2][CH:30]2[CH:31]3[CH2:34][CH2:35][N:28]([CH2:33][CH2:32]3)[CH2:29]2)[CH:18]=[CH:17][CH:16]=[CH:15][CH:14]=1. (2) Given the reactants [OH-].[Na+].[F:3][C:4]1[CH:5]=[C:6]([N:10]2[CH2:14][CH2:13][CH2:12][C@@H:11]2[C:15]2[CH:16]=[C:17]([C:32]([O:34]C)=[O:33])[CH:18]=[C:19]3[C:24]=2[O:23][C:22]([N:25]2[CH2:30][CH2:29][O:28][CH2:27][CH2:26]2)=[CH:21][C:20]3=[O:31])[CH:7]=[CH:8][CH:9]=1.Cl, predict the reaction product. The product is: [F:3][C:4]1[CH:5]=[C:6]([N:10]2[CH2:14][CH2:13][CH2:12][C@@H:11]2[C:15]2[CH:16]=[C:17]([C:32]([OH:34])=[O:33])[CH:18]=[C:19]3[C:24]=2[O:23][C:22]([N:25]2[CH2:30][CH2:29][O:28][CH2:27][CH2:26]2)=[CH:21][C:20]3=[O:31])[CH:7]=[CH:8][CH:9]=1. (3) Given the reactants C([N:5]([CH2:9][CH2:10][O:11][NH:12][C:13]([C@@H:15]1[CH2:21][CH2:20][C@@H:19]2[CH2:22][N:16]1[C:17](=[O:28])[N:18]2[O:23][S:24]([OH:27])(=[O:26])=[O:25])=[O:14])C(=O)[O-])(C)(C)C.C([N+](CCCC)(CCCC)CCCC)CCC, predict the reaction product. The product is: [NH2:5][CH2:9][CH2:10][O:11][NH:12][C:13]([C@@H:15]1[CH2:21][CH2:20][C@@H:19]2[CH2:22][N:16]1[C:17](=[O:28])[N:18]2[O:23][S:24]([OH:27])(=[O:26])=[O:25])=[O:14]. (4) Given the reactants [CH3:1][C:2](C)([O-])C.[K+].O=C(CC)[CH2:9][C:10]([O:12][CH3:13])=[O:11].[CH3:16][N:17](/[CH:19]=[C:20](\[Cl:25])/[CH:21]=[N+](C)C)C.F[P-](F)(F)(F)(F)F.N12CCN(CC1)CC2.C([O-])(=O)C.[NH4+], predict the reaction product. The product is: [Cl:25][C:20]1[CH:21]=[C:9]([C:10]([O:12][CH3:13])=[O:11])[C:16]([CH2:1][CH3:2])=[N:17][CH:19]=1.